This data is from Reaction yield outcomes from USPTO patents with 853,638 reactions. The task is: Predict the reaction yield, written as a fraction of the theoretical maximum amount of product (1.0 means a 100% yield; for example, 0.34 means a 34% yield). (1) The reactants are [CH3:1][C:2]1([CH3:22])[O:6][C@H:5]2[C@H:7]([N:12]3[C:16]4[N:17]=[CH:18][N:19]=[C:20]([CH3:21])[C:15]=4[CH:14]=[CH:13]3)[O:8][C@@H:9]([CH:10]=[O:11])[C@H:4]2[O:3]1.[BH4-].[Na+]. The catalyst is CO. The product is [CH3:1][C:2]1([CH3:22])[O:6][C@H:5]2[C@H:7]([N:12]3[C:16]4[N:17]=[CH:18][N:19]=[C:20]([CH3:21])[C:15]=4[CH:14]=[CH:13]3)[O:8][C@@H:9]([CH2:10][OH:11])[C@H:4]2[O:3]1. The yield is 0.870. (2) The yield is 0.380. The reactants are F[C:2]1[CH:9]=[CH:8][C:5]([C:6]#[N:7])=[CH:4][CH:3]=1.[CH3:10][N:11]1[CH2:17][CH2:16][CH2:15][NH:14][CH2:13][CH2:12]1.CN(C)C=[O:21]. The product is [CH3:10][N:11]1[CH2:17][CH2:16][CH2:15][N:14]([C:2]2[CH:9]=[CH:8][C:5]([C:6]([NH2:7])=[O:21])=[CH:4][CH:3]=2)[CH2:13][CH2:12]1. No catalyst specified. (3) The reactants are [C:1]1([OH:8])[CH:6]=[CH:5][CH:4]=[C:3]([OH:7])[CH:2]=1.Cl[Si:10]([C:13]([CH3:16])([CH3:15])[CH3:14])([CH3:12])[CH3:11].C(N(CC)CC)C. The catalyst is ClCCl. The product is [C:13]([Si:10]([CH3:12])([CH3:11])[O:7][C:3]1[CH:2]=[C:1]([OH:8])[CH:6]=[CH:5][CH:4]=1)([CH3:16])([CH3:15])[CH3:14]. The yield is 0.420. (4) The reactants are C([O:8][C@@H:9]1[C@@H:15]([O:16]CC2C=CC=CC=2)[C@H:14]([O:24]CC2C=CC=CC=2)[C@@H:13]([CH2:32][O:33]CC2C=CC=CC=2)[O:12][C@H:10]1[OH:11])C1C=CC=CC=1.ClC(Cl)(Cl)C#N.C([O-])([O-])=O.[K+].[K+].ClC(Cl)(Cl)C(=N)[O-]. The catalyst is ClCCl. The product is [O:11]=[CH:10][C@@H:9]([C@H:15]([C@@H:14]([C@@H:13]([CH2:32][OH:33])[OH:12])[OH:24])[OH:16])[OH:8]. The yield is 0.760. (5) The reactants are BrC1C=CC(CN)=C(COC2C=CC(Cl)=CC=2I)C=1.[Br:20][C:21]1[CH:22]=[CH:23][C:24]([CH2:29][O:30][C:31]2[CH:36]=[CH:35][C:34]([Cl:37])=[CH:33][C:32]=2I)=[C:25]([CH:28]=1)[CH2:26][NH2:27].O(C(C)(C)C)[Na].C1C=CC(P(C2C(C3C(P(C4C=CC=CC=4)C4C=CC=CC=4)=CC=C4C=3C=CC=C4)=C3C(C=CC=C3)=CC=2)C2C=CC=CC=2)=CC=1. The catalyst is C1(C)C=CC=CC=1.C1C=CC(/C=C/C(/C=C/C2C=CC=CC=2)=O)=CC=1.C1C=CC(/C=C/C(/C=C/C2C=CC=CC=2)=O)=CC=1.[Pd]. The product is [Br:20][C:21]1[CH:22]=[CH:23][C:24]2[CH2:29][O:30][C:31]3[CH:36]=[CH:35][C:34]([Cl:37])=[CH:33][C:32]=3[NH:27][CH2:26][C:25]=2[CH:28]=1. The yield is 0.200. (6) The reactants are [Cl:1][C:2]1[CH:7]=[C:6]([N+:8]([O-])=O)[CH:5]=[C:4]([Cl:11])[C:3]=1[S:12][C:13]1[CH:22]=[CH:21][C:20]2[C:15](=[CH:16][CH:17]=[CH:18][CH:19]=2)[CH:14]=1.O.O.[Sn](Cl)Cl.[OH-].[Na+]. The catalyst is CCOC(C)=O. The product is [Cl:11][C:4]1[CH:5]=[C:6]([NH2:8])[CH:7]=[C:2]([Cl:1])[C:3]=1[S:12][C:13]1[CH:22]=[CH:21][C:20]2[C:15](=[CH:16][CH:17]=[CH:18][CH:19]=2)[CH:14]=1. The yield is 0.840. (7) The reactants are [C:1](#[N:8])[C:2]1[CH:7]=[CH:6][CH:5]=[CH:4][CH:3]=1.[Cl-].[NH4+].[N:11]([Na])=[N+:12]=[N-:13]. The catalyst is CN(C=O)C.[Cl-].[Li+]. The product is [C:2]1([C:1]2[NH:13][N:12]=[N:11][N:8]=2)[CH:7]=[CH:6][CH:5]=[CH:4][CH:3]=1. The yield is 0.910.